This data is from Forward reaction prediction with 1.9M reactions from USPTO patents (1976-2016). The task is: Predict the product of the given reaction. (1) Given the reactants [CH3:1][O:2][C:3]1[CH:4]=[C:5]([C:10]2[CH:15]=[CH:14][CH:13]=[C:12]([C:16]3[CH:21]=[CH:20][CH:19]=[C:18]([C:22]([F:25])([F:24])[F:23])[N:17]=3)[CH:11]=2)[CH:6]=[CH:7][C:8]=1[OH:9].[N+:26]([O-])([OH:28])=[O:27], predict the reaction product. The product is: [CH3:1][O:2][C:3]1[CH:4]=[C:5]([C:10]2[CH:15]=[CH:14][CH:13]=[C:12]([C:16]3[CH:21]=[CH:20][CH:19]=[C:18]([C:22]([F:25])([F:23])[F:24])[N:17]=3)[CH:11]=2)[CH:6]=[C:7]([N+:26]([O-:28])=[O:27])[C:8]=1[OH:9]. (2) Given the reactants [NH2:1][C:2]1[CH:7]=[CH:6][C:5]([Cl:8])=[CH:4][C:3]=1[C:9]([C:11]1[CH:12]=[N:13][C:14]([CH3:17])=[CH:15][CH:16]=1)=[O:10].[CH3:18][O:19][C:20](=[O:33])[CH2:21][CH2:22][C:23]1[CH:28]=[CH:27][C:26]([S:29](Cl)(=[O:31])=[O:30])=[CH:25][CH:24]=1, predict the reaction product. The product is: [CH3:18][O:19][C:20](=[O:33])[CH2:21][CH2:22][C:23]1[CH:28]=[CH:27][C:26]([S:29](=[O:30])(=[O:31])[NH:1][C:2]2[CH:7]=[CH:6][C:5]([Cl:8])=[CH:4][C:3]=2[C:9]([C:11]2[CH:12]=[N:13][C:14]([CH3:17])=[CH:15][CH:16]=2)=[O:10])=[CH:25][CH:24]=1. (3) The product is: [C:27]([C:25]1[CH:24]=[CH:23][C:3]([CH2:4][NH:5][C:6](=[O:22])[CH:7]([O:19][CH2:20][CH3:21])[N:8]2[CH2:16][C:15]3[C:10](=[CH:11][CH:12]=[CH:13][C:14]=3[CH3:17])[C:9]2=[O:18])=[C:2]([NH:1][CH2:32][C:31]2[CH:34]=[CH:35][CH:36]=[CH:37][C:30]=2[F:29])[CH:26]=1)#[N:28]. Given the reactants [NH2:1][C:2]1[CH:26]=[C:25]([C:27]#[N:28])[CH:24]=[CH:23][C:3]=1[CH2:4][NH:5][C:6](=[O:22])[CH:7]([O:19][CH2:20][CH3:21])[N:8]1[CH2:16][C:15]2[C:10](=[CH:11][CH:12]=[CH:13][C:14]=2[CH3:17])[C:9]1=[O:18].[F:29][C:30]1[CH:37]=[CH:36][CH:35]=[CH:34][C:31]=1[CH:32]=O.[BH3-]C#N.[Na+], predict the reaction product. (4) Given the reactants [NH:1]1[C:5](=[O:6])[CH2:4][CH:3]2[CH2:7][CH:8]3[C:13]([CH:2]12)=[CH:12][CH2:11][CH2:10][CH2:9]3.[C:14](O[C:14]([O:16][C:17]([CH3:20])([CH3:19])[CH3:18])=[O:15])([O:16][C:17]([CH3:20])([CH3:19])[CH3:18])=[O:15].CCN(CC)CC.O, predict the reaction product. The product is: [C:17]([O:16][C:14]([N:1]1[C:5](=[O:6])[CH2:4][CH:3]2[CH2:7][CH:8]3[C:13]([CH:2]12)=[CH:12][CH2:11][CH2:10][CH2:9]3)=[O:15])([CH3:20])([CH3:19])[CH3:18]. (5) Given the reactants [CH2:1]([N:8]1[C:12]2=[N:13][CH:14]=[C:15](Br)[CH:16]=[C:11]2[CH:10]=[CH:9]1)[C:2]1[CH:7]=[CH:6][CH:5]=[CH:4][CH:3]=1.[NH2:18][C:19]1[CH:28]=[CH:27][C:26]([Cl:29])=[CH:25][C:20]=1[C:21]([O:23][CH3:24])=[O:22].C(=O)([O-])[O-].[Cs+].[Cs+].C1(C)C=CC=CC=1, predict the reaction product. The product is: [CH2:1]([N:8]1[C:12]2=[N:13][CH:14]=[C:15]([NH:18][C:19]3[CH:28]=[CH:27][C:26]([Cl:29])=[CH:25][C:20]=3[C:21]([O:23][CH3:24])=[O:22])[CH:16]=[C:11]2[CH:10]=[CH:9]1)[C:2]1[CH:7]=[CH:6][CH:5]=[CH:4][CH:3]=1. (6) Given the reactants N(C(OC(C)C)=O)=NC(OC(C)C)=O.[CH3:15][O:16][C:17](=[O:25])[C:18]1[CH:23]=[C:22]([OH:24])[CH:21]=[N:20][CH:19]=1.[F:26][C:27]1[CH:32]=[CH:31][C:30]([C:33]2[C:41]3[C:40]([CH2:42][CH2:43][CH2:44][CH2:45]O)=[N:39][CH:38]=[N:37][C:36]=3[S:35][CH:34]=2)=[CH:29][CH:28]=1.C1(P(C2C=CC=CC=2)C2C=CC=CC=2)C=CC=CC=1, predict the reaction product. The product is: [F:26][C:27]1[CH:28]=[CH:29][C:30]([C:33]2[C:41]3[C:40]([CH2:42][CH2:43][CH2:44][CH2:45][O:24][C:22]4[CH:21]=[N:20][CH:19]=[C:18]([CH:23]=4)[C:17]([O:16][CH3:15])=[O:25])=[N:39][CH:38]=[N:37][C:36]=3[S:35][CH:34]=2)=[CH:31][CH:32]=1. (7) Given the reactants Cl[C:2]1[N:27]=[CH:26][C:25]([Cl:28])=[CH:24][C:3]=1[C:4]([NH:6][C:7](=[NH:23])[CH2:8][O:9][CH2:10][CH2:11][C:12]1[CH:17]=[CH:16][CH:15]=[C:14]([O:18][C:19]([F:22])([F:21])[F:20])[CH:13]=1)=[O:5].CC([O-])(C)C.[K+], predict the reaction product. The product is: [Cl:28][C:25]1[CH:26]=[N:27][C:2]2[N:23]=[C:7]([CH2:8][O:9][CH2:10][CH2:11][C:12]3[CH:17]=[CH:16][CH:15]=[C:14]([O:18][C:19]([F:22])([F:21])[F:20])[CH:13]=3)[NH:6][C:4](=[O:5])[C:3]=2[CH:24]=1. (8) Given the reactants Cl[C:2]1[CH:7]=[C:6]([Cl:8])[N:5]=[C:4]([CH3:9])[N:3]=1.[N:10]1([CH2:16][CH2:17][OH:18])[CH2:15][CH2:14][NH:13][CH2:12][CH2:11]1.C(N(CC)C(C)C)(C)C, predict the reaction product. The product is: [Cl:8][C:6]1[N:5]=[C:4]([CH3:9])[N:3]=[C:2]([N:13]2[CH2:14][CH2:15][N:10]([CH2:16][CH2:17][OH:18])[CH2:11][CH2:12]2)[CH:7]=1.